Dataset: Volume of distribution at steady state (VDss) regression data from Lombardo et al.. Task: Regression/Classification. Given a drug SMILES string, predict its absorption, distribution, metabolism, or excretion properties. Task type varies by dataset: regression for continuous measurements (e.g., permeability, clearance, half-life) or binary classification for categorical outcomes (e.g., BBB penetration, CYP inhibition). For this dataset (vdss_lombardo), we predict log10(VDss) (log10 of volume of distribution in L/kg). (1) The molecule is O=C1CC(c2ccccc2)Oc2cc(O)cc(O)c21. The log10(VDss) is -0.100. (2) The compound is CCCCS(=N)(=O)CCC([NH3+])C(=O)[O-]. The log10(VDss) is -0.590. (3) The compound is C[NH+](C)CCCN1c2ccccc2CCc2ccc(Cl)cc21. The log10(VDss) is 1.11. (4) The compound is CC1(C)SC2C(NC(=O)C([NH3+])c3ccc(O)cc3)C(=O)N2C1C(=O)[O-]. The log10(VDss) is -0.600.